This data is from Reaction yield outcomes from USPTO patents with 853,638 reactions. The task is: Predict the reaction yield, written as a fraction of the theoretical maximum amount of product (1.0 means a 100% yield; for example, 0.34 means a 34% yield). The reactants are [F:1][C:2]([F:15])([F:14])[S:3]([O:6]S(C(F)(F)F)(=O)=O)(=[O:5])=[O:4].O[CH2:17][CH2:18][CH2:19][CH2:20][CH:21]1[CH2:25][CH2:24][O:23][C:22]1=[O:26].CCN(C(C)C)C(C)C. The catalyst is C(Cl)Cl. The product is [F:1][C:2]([F:15])([F:14])[S:3]([O:6][CH2:17][CH2:18][CH2:19][CH2:20][CH:21]1[CH2:25][CH2:24][O:23][C:22]1=[O:26])(=[O:5])=[O:4]. The yield is 0.230.